Dataset: Retrosynthesis with 50K atom-mapped reactions and 10 reaction types from USPTO. Task: Predict the reactants needed to synthesize the given product. (1) Given the product Cc1cccc(Nc2nccc(-c3ccc(NC(=O)c4ccccc4)s3)n2)c1, predict the reactants needed to synthesize it. The reactants are: Cc1cccc(Nc2nccc(-c3ccc(N)s3)n2)c1.O=C(O)c1ccccc1. (2) Given the product Cc1nc(CN(C(=O)CCl)n2c(C)ccc2C)cs1, predict the reactants needed to synthesize it. The reactants are: Cc1ccc(C)n1NC(=O)CCl.Cc1nc(CCl)cs1. (3) Given the product CC(=O)Nc1nc(C)c(-c2cnc(Cl)c(NC(=O)Nc3ccccc3)c2)s1, predict the reactants needed to synthesize it. The reactants are: CC(=O)Nc1nc(C)c(-c2cnc(Cl)c(N)c2)s1.O=C=Nc1ccccc1. (4) Given the product COc1cccc(CN([C@H]2CCN(Cc3cccc(C#N)c3)C2=O)S(=O)(=O)c2ccc3ccc(OC)cc3c2)c1, predict the reactants needed to synthesize it. The reactants are: COc1ccc2ccc(S(=O)(=O)N[C@H]3CCN(Cc4cccc(C#N)c4)C3=O)cc2c1.COc1cccc(CBr)c1. (5) Given the product CC(C)c1cccc(C(C)C)c1Nc1cccc2ccc(-c3cccc4ccccc34)nc12, predict the reactants needed to synthesize it. The reactants are: Brc1cccc2ccc(-c3cccc4ccccc34)nc12.CC(C)c1cccc(C(C)C)c1N.